This data is from Peptide-MHC class II binding affinity with 134,281 pairs from IEDB. The task is: Regression. Given a peptide amino acid sequence and an MHC pseudo amino acid sequence, predict their binding affinity value. This is MHC class II binding data. The peptide sequence is FVVTGRVYCDPCRAG. The MHC is HLA-DPA10103-DPB10301 with pseudo-sequence HLA-DPA10103-DPB10301. The binding affinity (normalized) is 0.244.